Dataset: Full USPTO retrosynthesis dataset with 1.9M reactions from patents (1976-2016). Task: Predict the reactants needed to synthesize the given product. (1) Given the product [CH2:36]([NH:43][CH:16]([CH3:35])[CH2:17][CH2:18][C:19]1[CH:34]=[CH:33][C:22]([O:23][C:24]2[CH:32]=[CH:31][C:27]([C:28]([NH2:30])=[O:29])=[CH:26][N:25]=2)=[CH:21][CH:20]=1)[C:37]1[CH:42]=[CH:41][CH:40]=[CH:39][CH:38]=1, predict the reactants needed to synthesize it. The reactants are: C(O[BH-](OC(=O)C)OC(=O)C)(=O)C.[Na+].O=[C:16]([CH3:35])[CH2:17][CH2:18][C:19]1[CH:34]=[CH:33][C:22]([O:23][C:24]2[CH:32]=[CH:31][C:27]([C:28]([NH2:30])=[O:29])=[CH:26][N:25]=2)=[CH:21][CH:20]=1.[CH2:36]([NH2:43])[C:37]1[CH:42]=[CH:41][CH:40]=[CH:39][CH:38]=1.C(O)(=O)C. (2) Given the product [NH2:6][C:5]1[CH:7]=[CH:8][C:2]([N:12]2[CH:13]=[CH:14][CH:15]=[CH:16][C:11]2=[O:10])=[CH:3][C:4]=1[F:9], predict the reactants needed to synthesize it. The reactants are: Br[C:2]1[CH:8]=[CH:7][C:5]([NH2:6])=[C:4]([F:9])[CH:3]=1.[OH:10][C:11]1[CH:16]=[CH:15][CH:14]=[CH:13][N:12]=1.OC1C=CC=C2C=1N=CC=C2.C([O-])([O-])=O.[K+].[K+]. (3) Given the product [C:16]([C:15]1[CH:14]=[CH:13][C:12]([CH:10]2[C:9]3[C:8](=[O:20])[CH2:7][CH2:6][CH2:5][C:4]=3[N:3]([C:21]3[CH:26]=[CH:25][CH:24]=[C:23]([C:27]([F:30])([F:28])[F:29])[CH:22]=3)[C:2](=[O:1])[N:11]2[CH:40]([F:46])[C:41]([O:43][CH2:44][CH3:45])=[O:42])=[CH:19][CH:18]=1)#[N:17], predict the reactants needed to synthesize it. The reactants are: [O:1]=[C:2]1[NH:11][CH:10]([C:12]2[CH:19]=[CH:18][C:15]([C:16]#[N:17])=[CH:14][CH:13]=2)[C:9]2[C:8](=[O:20])[CH2:7][CH2:6][CH2:5][C:4]=2[N:3]1[C:21]1[CH:26]=[CH:25][CH:24]=[C:23]([C:27]([F:30])([F:29])[F:28])[CH:22]=1.C([N-]C(C)C)(C)C.[Li+].Br[CH:40]([F:46])[C:41]([O:43][CH2:44][CH3:45])=[O:42].O. (4) Given the product [Br:20][C:5]1[C:6]([NH:9][C@@H:10]2[C@@H:15]3[CH2:16][C@@H:12]([CH:13]=[CH:14]3)[C@@H:11]2[C:17]([NH2:19])=[O:18])=[C:7]2[N:8]=[C:27]([C:26]3[S:25][C:24]([N:29]([CH3:31])[CH3:30])=[N:23][C:22]=3[Cl:21])[NH:1][C:2]2=[N:3][CH:4]=1, predict the reactants needed to synthesize it. The reactants are: [NH2:1][C:2]1[C:7]([NH2:8])=[C:6]([NH:9][C@@H:10]2[C@@H:15]3[CH2:16][C@@H:12]([CH:13]=[CH:14]3)[C@@H:11]2[C:17]([NH2:19])=[O:18])[C:5]([Br:20])=[CH:4][N:3]=1.[Cl:21][C:22]1[N:23]=[C:24]([N:29]([CH3:31])[CH3:30])[S:25][C:26]=1[CH:27]=O.C([O-])(=O)C.[NH4+]. (5) Given the product [CH2:1]([O:3][C:4]([C:6]1[CH:11]=[CH:10][N:9]([CH2:12][C:13]2[CH:18]=[CH:17][CH:16]=[CH:15][CH:14]=2)[C:8](=[O:19])[C:7]=1[CH2:20][Br:58])=[O:5])[CH3:2], predict the reactants needed to synthesize it. The reactants are: [CH2:1]([O:3][C:4]([C:6]1[CH:11]=[CH:10][N:9]([CH2:12][C:13]2[CH:18]=[CH:17][CH:16]=[CH:15][CH:14]=2)[C:8](=[O:19])[C:7]=1[C:20](O)=O)=[O:5])[CH3:2].C(Cl)(=O)C(Cl)=O.[BH3-]C#N.[Na+].P([O-])([O-])([O-])=O.C1(P(C2C=CC=CC=2)C2C=CC=CC=2)C=CC=CC=1.C(Br)(Br)(Br)[Br:58].